Dataset: Catalyst prediction with 721,799 reactions and 888 catalyst types from USPTO. Task: Predict which catalyst facilitates the given reaction. (1) Reactant: [O:1]=[C:2]1[N:7]([CH2:8][CH2:9][CH3:10])[N:6]=[C:5]([C:11]2[S:15][C:14]([C:16]([O:18]CC)=O)=[N:13][C:12]=2[C:21]2[CH:26]=[CH:25][CH:24]=[CH:23][CH:22]=2)[CH:4]=[CH:3]1.[CH:27]([NH2:30])([CH3:29])[CH3:28]. Product: [CH:27]([NH:30][C:16]([C:14]1[S:15][C:11]([C:5]2[CH:4]=[CH:3][C:2](=[O:1])[N:7]([CH2:8][CH2:9][CH3:10])[N:6]=2)=[C:12]([C:21]2[CH:26]=[CH:25][CH:24]=[CH:23][CH:22]=2)[N:13]=1)=[O:18])([CH3:29])[CH3:28]. The catalyst class is: 7. (2) Reactant: [CH2:1]([NH:8][C:9]([CH:11]1[CH2:16][CH2:15][N:14](C(OC(C)(C)C)=O)[CH2:13][CH2:12]1)=[O:10])[C:2]1[CH:7]=[CH:6][CH:5]=[CH:4][CH:3]=1.[ClH:24].O1CCOCC1. Product: [ClH:24].[CH2:1]([NH:8][C:9]([CH:11]1[CH2:16][CH2:15][NH:14][CH2:13][CH2:12]1)=[O:10])[C:2]1[CH:3]=[CH:4][CH:5]=[CH:6][CH:7]=1. The catalyst class is: 1. (3) Reactant: [CH3:1][N:2]([CH3:12])[C:3]1[NH:4][C:5]2[CH:11]=[CH:10][CH:9]=[CH:8][C:6]=2[N:7]=1.C1(=O)O[CH2:16][CH2:15][O:14]1.CN(C)C=O. Product: [OH:14][CH2:15][CH2:16][N:7]1[C:6]2[CH:8]=[CH:9][CH:10]=[CH:11][C:5]=2[N:4]=[C:3]1[N:2]([CH3:12])[CH3:1]. The catalyst class is: 6. (4) Product: [C:31]([N:11]1[C:12]2[C:8](=[CH:7][CH:6]=[C:5]([C:3]([O:2][CH3:1])=[O:4])[CH:13]=2)[C:9](=[C:18]([O:17][CH2:16][CH3:15])[C:19]2[CH:24]=[CH:23][CH:22]=[CH:21][CH:20]=2)[C:10]1=[O:14])(=[O:33])[CH3:32]. Reactant: [CH3:1][O:2][C:3]([C:5]1[CH:13]=[C:12]2[C:8]([CH2:9][C:10](=[O:14])[NH:11]2)=[CH:7][CH:6]=1)=[O:4].[CH3:15][CH2:16][O:17][C:18](OCC)(OCC)[C:19]1[CH:24]=[CH:23][CH:22]=[CH:21][CH:20]=1.[C:31](OC(=O)C)(=[O:33])[CH3:32]. The catalyst class is: 11. (5) Reactant: [NH:1]1[C:10]2[CH2:9][CH2:8][CH2:7][CH2:6][C:5]=2[CH:4]=[CH:3][C:2]1=[O:11].[Br:12]N1C(=O)CCC1=O.O.CCOC(C)=O. Product: [Br:12][C:3]1[C:2](=[O:11])[NH:1][C:10]2[CH2:9][CH2:8][CH2:7][CH2:6][C:5]=2[CH:4]=1. The catalyst class is: 3. (6) Reactant: [O:1]=[C:2]1[NH:11][CH:10]=[CH:9][C:8]2[N:7]=[C:6]([C:12]3[CH:19]=[CH:18][C:15]([CH:16]=[O:17])=[CH:14][CH:13]=3)[C:5]([C:20]3[CH:25]=[CH:24][CH:23]=[CH:22][CH:21]=3)=[CH:4][C:3]1=2.[H-].[Na+].CI.[C:30](O)(=O)C. Product: [CH3:30][N:11]1[CH:10]=[CH:9][C:8]2[N:7]=[C:6]([C:12]3[CH:19]=[CH:18][C:15]([CH:16]=[O:17])=[CH:14][CH:13]=3)[C:5]([C:20]3[CH:25]=[CH:24][CH:23]=[CH:22][CH:21]=3)=[CH:4][C:3]=2[C:2]1=[O:1]. The catalyst class is: 39. (7) Reactant: [CH3:1][N:2]1[CH2:7][CH2:6][N:5]([C:8]2[CH:13]=[CH:12][N:11]=[CH:10][C:9]=2[NH2:14])[CH2:4][CH2:3]1.[NH2:15][C:16]1[C:25]([C:26](O)=[O:27])=[C:19]2[N:20]=[CH:21][C:22]([F:24])=[CH:23][N:18]2[N:17]=1.CN(C(ON1N=NC2C=CC=CC1=2)=[N+](C)C)C.[B-](F)(F)(F)F.CCN(CC)CC. Product: [NH2:15][C:16]1[C:25]([C:26]([NH:14][C:9]2[CH:10]=[N:11][CH:12]=[CH:13][C:8]=2[N:5]2[CH2:4][CH2:3][N:2]([CH3:1])[CH2:7][CH2:6]2)=[O:27])=[C:19]2[N:20]=[CH:21][C:22]([F:24])=[CH:23][N:18]2[N:17]=1. The catalyst class is: 296.